From a dataset of Catalyst prediction with 721,799 reactions and 888 catalyst types from USPTO. Predict which catalyst facilitates the given reaction. (1) Reactant: C[O:2][C:3](=[O:34])[C:4]1[CH:9]=[C:8]([S:10][C:11]2[N:12]([CH3:16])[CH:13]=[CH:14][N:15]=2)[CH:7]=[C:6]([O:17][C:18]2[CH:23]=[CH:22][C:21]([P:24]([O:30][CH:31]([CH3:33])[CH3:32])([O:26][CH:27]([CH3:29])[CH3:28])=[O:25])=[CH:20][CH:19]=2)[CH:5]=1.O1CCOCC1.[OH-].[Na+]. Product: [CH:27]([O:26][P:24]([C:21]1[CH:22]=[CH:23][C:18]([O:17][C:6]2[CH:5]=[C:4]([CH:9]=[C:8]([S:10][C:11]3[N:12]([CH3:16])[CH:13]=[CH:14][N:15]=3)[CH:7]=2)[C:3]([OH:34])=[O:2])=[CH:19][CH:20]=1)([O:30][CH:31]([CH3:33])[CH3:32])=[O:25])([CH3:28])[CH3:29]. The catalyst class is: 6. (2) Reactant: [C:1]([Si:5]([CH3:14])([CH3:13])[O:6][C:7]([CH:9]=[C:10]([CH3:12])[CH3:11])=[CH2:8])([CH3:4])([CH3:3])[CH3:2].[N+:15]([C:18]1[CH:25]=[N:24][CH:23]=[CH:22][C:19]=1[CH:20]=[O:21])([O-:17])=[O:16].CC(C)(C)/C(/O)=C/C(C(C(C(F)(F)F)(F)F)(F)F)=O.CC(C)(C)/C(/O)=C/C(C(C(C(F)(F)F)(F)F)(F)F)=O.CC(C)(C)/C(/O)=C/C(C(C(C(F)(F)F)(F)F)(F)F)=O.[Eu]. Product: [Si:5]([O:6][C:7]1[CH2:8][CH:20]([C:19]2[CH:22]=[CH:23][N:24]=[CH:25][C:18]=2[N+:15]([O-:17])=[O:16])[O:21][C:10]([CH3:12])([CH3:11])[CH:9]=1)([C:1]([CH3:3])([CH3:4])[CH3:2])([CH3:13])[CH3:14]. The catalyst class is: 22. (3) Reactant: [BH4-].[Na+].[C:3]([O:7][C:8]([N:10]1[CH2:15][CH2:14][C:13](=[C:16]2[C:24]3[C:19](=[CH:20][C:21]([Cl:25])=[CH:22][CH:23]=3)[NH:18][C:17]2=[O:26])[CH2:12][CH2:11]1)=[O:9])([CH3:6])([CH3:5])[CH3:4]. Product: [C:3]([O:7][C:8]([N:10]1[CH2:15][CH2:14][CH:13]([CH:16]2[C:24]3[C:19](=[CH:20][C:21]([Cl:25])=[CH:22][CH:23]=3)[NH:18][C:17]2=[O:26])[CH2:12][CH2:11]1)=[O:9])([CH3:6])([CH3:4])[CH3:5]. The catalyst class is: 24. (4) Reactant: C([C@@H]1COC(=O)N1[C:14]([C@@H:16]1[CH2:21][CH2:20][C@@H:19]([CH3:22])[CH2:18][C@H:17]1[CH3:23])=[O:15])C1C=CC=CC=1.OO.[Li+].[OH-].[O-:28]S([O-])=O.[Na+].[Na+]. Product: [CH3:23][C@@H:17]1[CH2:18][C@H:19]([CH3:22])[CH2:20][CH2:21][C@H:16]1[C:14]([OH:15])=[O:28]. The catalyst class is: 20. (5) Reactant: C([N:3](CC)CC)C.[C:8]([O:12][C:13]([NH:15][C:16](=[N:19][C:20]([O:22][C:23]([CH3:26])([CH3:25])[CH3:24])=[O:21])SC)=[O:14])([CH3:11])([CH3:10])[CH3:9].N[C:28]1[CH:29]=[C:30]([S:34]([NH:37][C:38]2[CH:39]=[C:40]([CH:44]([NH:51][C:52](=[O:63])[CH:53]([C:55]3[C:60]([CH3:61])=[CH:59][C:58]([CH3:62])=[CH:57][CH:56]=3)[CH3:54])[CH2:45][C:46]([O:48][CH2:49][CH3:50])=[O:47])[CH:41]=[CH:42][CH:43]=2)(=[O:36])=[O:35])[CH:31]=[CH:32][CH:33]=1.C(OCC)(=O)C. Product: [CH3:54][CH:53]([C:55]1[C:60]([CH3:61])=[CH:59][C:58]([CH3:62])=[CH:57][CH:56]=1)[C:52]([NH:51][CH:44]([C:40]1[CH:41]=[CH:42][CH:43]=[C:38]([N:37]([NH:3][C:16]([NH:15][C:13]([O:12][C:8]([CH3:9])([CH3:10])[CH3:11])=[O:14])=[N:19][C:20]([O:22][C:23]([CH3:24])([CH3:25])[CH3:26])=[O:21])[S:34]([C:30]2[CH:31]=[CH:32][CH:33]=[CH:28][CH:29]=2)(=[O:36])=[O:35])[CH:39]=1)[CH2:45][C:46]([O:48][CH2:49][CH3:50])=[O:47])=[O:63]. The catalyst class is: 3. (6) Reactant: Br[CH2:2][C:3]1[CH:22]=[CH:21][C:6](/[CH:7]=[CH:8]/[C@@H:9]2[CH2:13][CH2:12][CH2:11][N:10]2[C:14]([O:16][C:17]([CH3:20])([CH3:19])[CH3:18])=[O:15])=[CH:5][CH:4]=1.[N+:23]([C:26]1[CH:39]=[CH:38][C:29]([CH2:30][NH:31][C:32]2[CH:37]=[CH:36][CH:35]=[CH:34][CH:33]=2)=[CH:28][CH:27]=1)([O-:25])=[O:24].C(=O)([O-])[O-].[K+].[K+].ClCCl. Product: [N+:23]([C:26]1[CH:27]=[CH:28][C:29]([CH2:30][N:31]([CH2:2][C:3]2[CH:22]=[CH:21][C:6](/[CH:7]=[CH:8]/[C@@H:9]3[CH2:13][CH2:12][CH2:11][N:10]3[C:14]([O:16][C:17]([CH3:20])([CH3:19])[CH3:18])=[O:15])=[CH:5][CH:4]=2)[C:32]2[CH:37]=[CH:36][CH:35]=[CH:34][CH:33]=2)=[CH:38][CH:39]=1)([O-:25])=[O:24]. The catalyst class is: 3.